From a dataset of Reaction yield outcomes from USPTO patents with 853,638 reactions. Predict the reaction yield, written as a fraction of the theoretical maximum amount of product (1.0 means a 100% yield; for example, 0.34 means a 34% yield). (1) The reactants are C(OC([NH:11][C@@H:12]([CH2:17][N:18]([C:25]1[CH:30]=[CH:29][CH:28]=[CH:27][CH:26]=1)[C:19]1[CH:24]=[CH:23][CH:22]=[CH:21][CH:20]=1)[C:13]([O:15][CH3:16])=[O:14])=O)C1C=CC=CC=1.[H][H]. The catalyst is CO. The product is [NH2:11][C@@H:12]([CH2:17][N:18]([C:25]1[CH:30]=[CH:29][CH:28]=[CH:27][CH:26]=1)[C:19]1[CH:20]=[CH:21][CH:22]=[CH:23][CH:24]=1)[C:13]([O:15][CH3:16])=[O:14]. The yield is 0.910. (2) The reactants are N[C:2]1[CH:3]=[C:4]([C:8]#[C:9][C:10]2[N:11]([CH2:23][CH3:24])[C:12]3[C:17]([C:18]=2[C:19]#[N:20])=[CH:16][CH:15]=[C:14]([O:21][CH3:22])[CH:13]=3)[CH:5]=[CH:6][CH:7]=1.[CH3:25][P:26](Cl)([CH3:28])=[O:27].[N:30]1C=CC=CC=1. The catalyst is C1COCC1.CCOC(C)=O. The product is [C:19]([C:18]1[C:17]2[C:12](=[CH:13][C:14]([O:21][CH3:22])=[CH:15][CH:16]=2)[N:11]([CH2:23][CH3:24])[C:10]=1[C:9]#[C:8][C:4]1[CH:5]=[CH:6][C:7]([NH:30][P:26]([CH3:28])([CH3:25])=[O:27])=[CH:2][CH:3]=1)#[N:20]. The yield is 0.520.